Task: Predict the product of the given reaction.. Dataset: Forward reaction prediction with 1.9M reactions from USPTO patents (1976-2016) (1) Given the reactants [CH3:1][N:2]([CH2:4][C-:5]1[CH:9]=[CH:8][CH:7]=[CH:6]1)[CH3:3].[CH-]1C=CC=C1.[Fe+2:15].C([Li])CCC.CN(CCN(C)C)C.C(=O)=O.CC(C)=O.Cl[Si:37]([C:50]1[CH:55]=[CH:54][CH:53]=[CH:52][CH:51]=1)([C:44]1[CH:49]=[CH:48][CH:47]=[CH:46][CH:45]=1)[C:38]1[CH:43]=[CH:42][CH:41]=[CH:40][CH:39]=1.C(OCC)C, predict the reaction product. The product is: [CH3:1][N:2]([CH2:4][C-:5]1[CH:9]=[CH:8][CH:7]=[C:6]1[Si:37]([C:44]1[CH:45]=[CH:46][CH:47]=[CH:48][CH:49]=1)([C:50]1[CH:55]=[CH:54][CH:53]=[CH:52][CH:51]=1)[C:38]1[CH:39]=[CH:40][CH:41]=[CH:42][CH:43]=1)[CH3:3].[C-:5]1([Si:37]([C:44]2[CH:45]=[CH:46][CH:47]=[CH:48][CH:49]=2)([C:50]2[CH:55]=[CH:54][CH:53]=[CH:52][CH:51]=2)[C:38]2[CH:39]=[CH:40][CH:41]=[CH:42][CH:43]=2)[CH:6]=[CH:7][CH:8]=[CH:9]1.[Fe+2:15]. (2) Given the reactants Cl.Cl.[NH2:3][C@H:4]1[CH2:8][CH2:7][N:6]([C@H:9]([C:18]([N:20]2[CH2:25][CH2:24][O:23][CH2:22][CH2:21]2)=[O:19])[CH2:10][CH2:11][N:12]2[CH2:17][CH2:16][O:15][CH2:14][CH2:13]2)[C:5]1=[O:26].[Cl:27][C:28]1[S:32][C:31]([CH2:33][CH2:34][S:35](Cl)(=[O:37])=[O:36])=[CH:30][CH:29]=1, predict the reaction product. The product is: [Cl:27][C:28]1[S:32][C:31]([CH2:33][CH2:34][S:35]([NH:3][C@H:4]2[CH2:8][CH2:7][N:6]([C@H:9]([C:18]([N:20]3[CH2:21][CH2:22][O:23][CH2:24][CH2:25]3)=[O:19])[CH2:10][CH2:11][N:12]3[CH2:17][CH2:16][O:15][CH2:14][CH2:13]3)[C:5]2=[O:26])(=[O:37])=[O:36])=[CH:30][CH:29]=1.